Predict the reactants needed to synthesize the given product. From a dataset of Full USPTO retrosynthesis dataset with 1.9M reactions from patents (1976-2016). (1) Given the product [C:14]([NH:13][C@@H:12]([C:11]([N:7]1[CH2:8][CH:9]=[CH:10][CH:5]([OH:4])[CH2:6]1)=[O:24])[CH:21]([CH3:23])[CH3:22])([O:16][C:17]([CH3:18])([CH3:19])[CH3:20])=[O:15], predict the reactants needed to synthesize it. The reactants are: C([O:4][CH:5]1[CH:10]=[CH:9][CH2:8][N:7]([C:11](=[O:24])[C@@H:12]([CH:21]([CH3:23])[CH3:22])[NH:13][C:14]([O:16][C:17]([CH3:20])([CH3:19])[CH3:18])=[O:15])[CH2:6]1)(=O)C.[OH-].[Na+].C(O)(=O)C.C(Cl)(Cl)Cl. (2) Given the product [CH2:1]([C:3]1[C:11]([O:12][CH3:13])=[CH:10][CH:9]=[CH:8][C:4]=1[C:5]([N:14]1[CH2:19][CH2:18][O:17][CH2:16][CH2:15]1)=[O:7])[CH3:2], predict the reactants needed to synthesize it. The reactants are: [CH2:1]([C:3]1[C:11]([O:12][CH3:13])=[CH:10][CH:9]=[CH:8][C:4]=1[C:5]([OH:7])=O)[CH3:2].[NH:14]1[CH2:19][CH2:18][O:17][CH2:16][CH2:15]1.Cl.C(N=C=NCCCN(C)C)C.ON1C2C=CC=CC=2N=N1. (3) Given the product [CH3:44][O:45][C:46](=[O:60])[C:47]([C:48]1[C:58]2=[C:59]3[C:54](=[CH:55][CH:56]=[CH:57]2)[CH2:53][CH2:52][CH2:51][N:50]3[CH:49]=1)=[C:32]([C:34]1[C:42]2[C:37](=[CH:38][CH:39]=[CH:40][CH:41]=2)[NH:36][CH:35]=1)[C:31]([O:30][CH3:29])=[O:43], predict the reactants needed to synthesize it. The reactants are: C1(C2C(C3C4C(=CC=CC=4)NC=3)C(=O)NC2=O)C2=C3C(=CC=C2)CCCN3C=1.[CH3:29][O:30][C:31](=[O:43])[C:32]([C:34]1[C:42]2[C:37](=[CH:38][CH:39]=[CH:40][CH:41]=2)[NH:36][CH:35]=1)=O.[CH3:44][O:45][C:46](=[O:60])[CH2:47][C:48]1[C:58]2=[C:59]3[C:54](=[CH:55][CH:56]=[CH:57]2)[CH2:53][CH2:52][CH2:51][N:50]3[CH:49]=1.C([N-]C(C)C)(C)C.[Li+]. (4) Given the product [CH3:1][N:2]([CH3:12])[C:3]1[CH:8]=[CH:7][C:6]([C:32]2[C:31]([S:30][C:29]3[N:20]([CH2:19][CH2:18][CH2:17][NH:16][CH:14]([CH3:15])[CH3:13])[C:21]4[C:22]([N:28]=3)=[C:23]([NH2:27])[N:24]=[CH:25][N:26]=4)=[CH:36][C:35]3[O:37][CH2:38][O:39][C:34]=3[CH:33]=2)=[CH:5][CH:4]=1, predict the reactants needed to synthesize it. The reactants are: [CH3:1][N:2]([CH3:12])[C:3]1[CH:8]=[CH:7][C:6](B(O)O)=[CH:5][CH:4]=1.[CH3:13][CH:14]([NH:16][CH2:17][CH2:18][CH2:19][N:20]1[C:29]([S:30][C:31]2[CH:36]=[C:35]3[O:37][CH2:38][O:39][C:34]3=[CH:33][C:32]=2I)=[N:28][C:22]2[C:23]([NH2:27])=[N:24][CH:25]=[N:26][C:21]1=2)[CH3:15].C([O-])(O)=O.[Na+].CN(C=O)C. (5) Given the product [CH3:11][C:6]1[NH:7][C:8]2[C:4]([CH:5]=1)=[CH:3][C:2]([N:12]1[CH2:17][CH2:16][O:15][CH2:14][CH2:13]1)=[CH:10][CH:9]=2, predict the reactants needed to synthesize it. The reactants are: Br[C:2]1[CH:3]=[C:4]2[C:8](=[CH:9][CH:10]=1)[NH:7][C:6]([CH3:11])=[CH:5]2.[NH:12]1[CH2:17][CH2:16][O:15][CH2:14][CH2:13]1.C[Si]([N-][Si](C)(C)C)(C)C.[Li+]. (6) Given the product [Cl:2][C:3]1[S:7][C:6]([NH:8][S:10]([C:13]2[CH:22]=[CH:21][C:16]([C:17]([O:19][CH3:20])=[O:18])=[C:15]([C:23]#[N:24])[CH:14]=2)(=[O:12])=[O:11])=[N:5][CH:4]=1, predict the reactants needed to synthesize it. The reactants are: Cl.[Cl:2][C:3]1[S:7][C:6]([NH2:8])=[N:5][CH:4]=1.Cl[S:10]([C:13]1[CH:22]=[CH:21][C:16]([C:17]([O:19][CH3:20])=[O:18])=[C:15]([C:23]#[N:24])[CH:14]=1)(=[O:12])=[O:11].Cl. (7) Given the product [Br:1][C:2]1[CH:7]=[N:6][CH:5]=[C:4]([O:8][CH2:12][CH:10]2[CH2:11][O:9]2)[CH:3]=1, predict the reactants needed to synthesize it. The reactants are: [Br:1][C:2]1[CH:3]=[C:4]([OH:8])[CH:5]=[N:6][CH:7]=1.[O:9]1[CH2:11][CH:10]1[CH2:12]O.C1(P(C2C=CC=CC=2)C2C=CC=CC=2)C=CC=CC=1.N(C(OC(C)(C)C)=O)=NC(OC(C)(C)C)=O. (8) Given the product [C:38]([O:37][C:35](=[O:36])[NH:16][C@H:15]1[C@H:10]([C:3]2[CH:4]=[C:5]([F:9])[C:6]([F:8])=[CH:7][C:2]=2[F:1])[CH2:11][CH2:12][C:13]([O:17][Si:18]([CH:22]([CH3:24])[CH3:23])([CH:25]([CH3:27])[CH3:26])[CH:19]([CH3:20])[CH3:21])=[CH:14]1)([CH3:41])([CH3:40])[CH3:39], predict the reactants needed to synthesize it. The reactants are: [F:1][C:2]1[CH:7]=[C:6]([F:8])[C:5]([F:9])=[CH:4][C:3]=1[C@H:10]1[C@H:15]([NH2:16])[CH:14]=[C:13]([O:17][Si:18]([CH:25]([CH3:27])[CH3:26])([CH:22]([CH3:24])[CH3:23])[CH:19]([CH3:21])[CH3:20])[CH2:12][CH2:11]1.C(N(CC)CC)C.[C:35](O[C:35]([O:37][C:38]([CH3:41])([CH3:40])[CH3:39])=[O:36])([O:37][C:38]([CH3:41])([CH3:40])[CH3:39])=[O:36]. (9) Given the product [C:14]([C:13]1[CH:16]=[C:17]([CH:23]([O:26][CH2:27][CH2:28][NH:29][S:30]([C:33]2[CH:34]=[CH:35][C:36]([N+:39]([O-:41])=[O:40])=[CH:37][CH:38]=2)(=[O:32])=[O:31])[CH2:24][I:49])[C:18]([CH:20]2[CH2:22][CH2:21]2)=[N:19][C:12]=1[N:9]1[CH2:10][CH2:11][N:6]([C:4]([CH:1]2[CH2:2][CH2:3]2)=[O:5])[C@H:7]([CH3:25])[CH2:8]1)#[N:15], predict the reactants needed to synthesize it. The reactants are: [CH:1]1([C:4]([N:6]2[CH2:11][CH2:10][N:9]([C:12]3[N:19]=[C:18]([CH:20]4[CH2:22][CH2:21]4)[C:17]([CH:23]=[CH2:24])=[CH:16][C:13]=3[C:14]#[N:15])[CH2:8][C@H:7]2[CH3:25])=[O:5])[CH2:3][CH2:2]1.[OH:26][CH2:27][CH2:28][NH:29][S:30]([C:33]1[CH:38]=[CH:37][C:36]([N+:39]([O-:41])=[O:40])=[CH:35][CH:34]=1)(=[O:32])=[O:31].C1C(=O)N([I:49])C(=O)C1.